From a dataset of Forward reaction prediction with 1.9M reactions from USPTO patents (1976-2016). Predict the product of the given reaction. The product is: [C:1]([O:5][C:6]([N:8]1[CH2:9][CH2:10][N:11]([C:14]2[CH:23]=[C:22]3[C:17]([C:18](=[O:30])[C:19]([C:27]([O:29][CH2:33][C:34](=[O:35])[NH:36][CH:37]([P:46]([O:47][CH2:48][CH3:49])([O:50][CH2:51][CH3:52])=[O:53])[P:38]([O:39][CH2:40][CH3:41])([O:42][CH2:43][CH3:44])=[O:45])=[O:28])=[CH:20][N:21]3[CH:24]3[CH2:25][CH2:26]3)=[CH:16][C:15]=2[F:31])[CH2:12][CH2:13]1)=[O:7])([CH3:4])([CH3:2])[CH3:3]. Given the reactants [C:1]([O:5][C:6]([N:8]1[CH2:13][CH2:12][N:11]([C:14]2[CH:23]=[C:22]3[C:17]([C:18](=[O:30])[C:19]([C:27]([OH:29])=[O:28])=[CH:20][N:21]3[CH:24]3[CH2:26][CH2:25]3)=[CH:16][C:15]=2[F:31])[CH2:10][CH2:9]1)=[O:7])([CH3:4])([CH3:3])[CH3:2].Br[CH2:33][C:34]([NH:36][CH:37]([P:46](=[O:53])([O:50][CH2:51][CH3:52])[O:47][CH2:48][CH3:49])[P:38](=[O:45])([O:42][CH2:43][CH3:44])[O:39][CH2:40][CH3:41])=[O:35].C([O-])([O-])=O.[Cs+].[Cs+], predict the reaction product.